This data is from Forward reaction prediction with 1.9M reactions from USPTO patents (1976-2016). The task is: Predict the product of the given reaction. (1) Given the reactants [CH3:1][O:2][C:3]1[CH:21]=[C:20]([O:22][CH2:23][C:24]2[N:25]=[C:26]([C:29]3[CH:41]=[CH:40][C:32]([C:33]([O:35]C(C)(C)C)=[O:34])=[CH:31][CH:30]=3)[S:27][CH:28]=2)[C:6]2[CH:7]=[C:8]([C:10]3[N:11]=[C:12]4[N:16]([CH:17]=3)[N:15]=[C:14]([O:18][CH3:19])[S:13]4)[O:9][C:5]=2[CH:4]=1.C(O)(C(F)(F)F)=O, predict the reaction product. The product is: [CH3:1][O:2][C:3]1[CH:21]=[C:20]([O:22][CH2:23][C:24]2[N:25]=[C:26]([C:29]3[CH:41]=[CH:40][C:32]([C:33]([OH:35])=[O:34])=[CH:31][CH:30]=3)[S:27][CH:28]=2)[C:6]2[CH:7]=[C:8]([C:10]3[N:11]=[C:12]4[N:16]([CH:17]=3)[N:15]=[C:14]([O:18][CH3:19])[S:13]4)[O:9][C:5]=2[CH:4]=1. (2) The product is: [CH:12]1[CH:11]=[CH:10][C:9]([CH2:8][C:7]2[C:2]3[N:3]([CH:4]=[C:5]([C:15]4[CH:20]=[CH:19][C:18]([OH:41])=[CH:17][CH:16]=4)[N:6]=2)[C:29]([OH:30])=[C:28]([CH2:27][C:21]2[CH:22]=[CH:23][C:37]([OH:39])=[CH:38][CH:26]=2)[N:1]=3)=[CH:14][CH:13]=1.[NH2:1][C:2]1[C:7]([CH2:8][C:9]2[CH:14]=[CH:13][CH:12]=[CH:11][CH:10]=2)=[N:6][C:5]([C:15]2[CH:20]=[CH:19][CH:18]=[CH:17][CH:16]=2)=[CH:4][N:3]=1.[C:33]([O:32][C:28](=[CH:27][C:21]1[CH:26]=[CH:25][CH:24]=[CH:23][CH:22]=1)[C:29]([OH:31])=[O:30])(=[O:35])[CH3:34]. Given the reactants [NH2:1][C:2]1[C:7]([CH2:8][C:9]2[CH:14]=[CH:13][CH:12]=[CH:11][CH:10]=2)=[N:6][C:5]([C:15]2[CH:20]=[CH:19][CH:18]=[CH:17][CH:16]=2)=[CH:4][N:3]=1.[C:21]1([CH2:27][C:28](=[O:32])[C:29]([OH:31])=[O:30])[CH:26]=[CH:25][CH:24]=[CH:23][CH:22]=1.[C:33](O[C:37](=[O:39])[CH3:38])(=[O:35])[CH3:34].C[OH:41], predict the reaction product. (3) Given the reactants C([C:8]1[C:9](Br)=[N:10][C:11]2[C:16](C=1Br)=[CH:15][C:14]([C:19]([O:21][CH2:22][CH3:23])=[O:20])=[CH:13][CH:12]=2)C1C=CC=CC=1.CB1OB(C)OB(C)O1.C([O-])([O-])=O.[K+].[K+].O1CCO[CH2:42][CH2:41]1.[CH3:46][CH2:47][CH2:48][CH2:49][CH2:50][CH2:51][CH3:52].[CH3:53]COC(C)=O, predict the reaction product. The product is: [CH2:48]([C:47]1[C:9]([CH3:8])=[N:10][C:11]2[C:16]([C:46]=1[CH3:53])=[CH:15][C:14]([C:19]([O:21][CH2:22][CH3:23])=[O:20])=[CH:13][CH:12]=2)[C:49]1[CH:42]=[CH:41][CH:52]=[CH:51][CH:50]=1. (4) Given the reactants [CH2:1]([O:3][C:4](=[O:15])[CH:5]=[C:6]([NH:8][C:9]1[CH:14]=[CH:13][CH:12]=[CH:11][CH:10]=1)[CH3:7])[CH3:2].[CH3:16][O:17][C:18](=[O:21])[C:19]#[CH:20], predict the reaction product. The product is: [CH3:16][O:17][C:18](=[O:21])[CH:19]=[CH:20][C:5](=[C:6]([NH:8][C:9]1[CH:14]=[CH:13][CH:12]=[CH:11][CH:10]=1)[CH3:7])[C:4]([O:3][CH2:1][CH3:2])=[O:15]. (5) Given the reactants C([O:3][C:4]([C:6]1[NH:7][N:8]=[C:9]([C:11]23[CH2:20][CH:15]4[CH2:16][CH:17]([CH2:19][CH:13]([CH2:14]4)[CH2:12]2)[CH2:18]3)[CH:10]=1)=[O:5])C.[OH-].[Na+].Cl, predict the reaction product. The product is: [C:11]12([C:9]3[CH:10]=[C:6]([C:4]([OH:5])=[O:3])[NH:7][N:8]=3)[CH2:12][CH:13]3[CH2:14][CH:15]([CH2:16][CH:17]([CH2:19]3)[CH2:18]1)[CH2:20]2. (6) Given the reactants [OH:1][C:2]([CH3:27])([CH3:26])[C@H:3]([NH:5][C:6]([C:8]1[C:16]2[C:11](=[N:12][CH:13]=[C:14](Br)[N:15]=2)[N:10]([CH2:18][O:19][CH2:20][CH2:21][Si:22]([CH3:25])([CH3:24])[CH3:23])[CH:9]=1)=[O:7])[CH3:4].[Cl:28][C:29]1[CH:37]=[C:36]2[C:32]([C:33]([Sn](CCCC)(CCCC)CCCC)=[N:34][N:35]2[CH3:38])=[CH:31][CH:30]=1, predict the reaction product. The product is: [OH:1][C:2]([CH3:27])([CH3:26])[C@H:3]([NH:5][C:6]([C:8]1[C:16]2[C:11](=[N:12][CH:13]=[C:14]([C:33]3[C:32]4[C:36](=[CH:37][C:29]([Cl:28])=[CH:30][CH:31]=4)[N:35]([CH3:38])[N:34]=3)[N:15]=2)[N:10]([CH2:18][O:19][CH2:20][CH2:21][Si:22]([CH3:25])([CH3:24])[CH3:23])[CH:9]=1)=[O:7])[CH3:4]. (7) Given the reactants [Cl:1][C:2]1[CH:9]=[CH:8][C:5]([CH:6]=[O:7])=[C:4]([N+:10]([O-])=O)[CH:3]=1.ClC1C=CC(S(C2CC2)(=O)=O)=C(C=1)N, predict the reaction product. The product is: [NH2:10][C:4]1[CH:3]=[C:2]([Cl:1])[CH:9]=[CH:8][C:5]=1[CH:6]=[O:7].